From a dataset of Full USPTO retrosynthesis dataset with 1.9M reactions from patents (1976-2016). Predict the reactants needed to synthesize the given product. (1) Given the product [Br:1][C:2]1[CH:3]=[C:4]2[C:9](=[CH:10][CH:11]=1)[N:8]=[CH:7][N:6]=[C:5]2[C:19]1[CH:20]=[C:15]([CH:16]=[CH:17][CH:18]=1)[C:13]#[N:14], predict the reactants needed to synthesize it. The reactants are: [Br:1][C:2]1[CH:3]=[C:4]2[C:9](=[CH:10][CH:11]=1)[N:8]=[CH:7][N:6]=[C:5]2I.[C:13]([C:15]1[CH:16]=[C:17](B(O)O)[CH:18]=[CH:19][CH:20]=1)#[N:14].C([O-])([O-])=O.[K+].[K+]. (2) Given the product [Cl:1][C:2]1[CH:3]=[C:4]([NH:9][C:10]([NH:11][C:12]2[N:17]=[C:16]([O:18][CH:19]3[CH2:24][CH2:23][CH2:22][NH:21][CH2:20]3)[CH:15]=[C:14]([CH3:32])[N:13]=2)=[NH:33])[CH:5]=[CH:6][C:7]=1[Cl:8], predict the reactants needed to synthesize it. The reactants are: [Cl:1][C:2]1[CH:3]=[C:4]([NH:9][C:10](=[NH:33])[NH:11][C:12]2[N:17]=[C:16]([O:18][CH:19]3[CH2:24][CH2:23][CH2:22][N:21](C(OC(C)(C)C)=O)[CH2:20]3)[CH:15]=[C:14]([CH3:32])[N:13]=2)[CH:5]=[CH:6][C:7]=1[Cl:8].C(Cl)Cl.Cl. (3) Given the product [Cl:7][C:8]1[C:9]([F:33])=[N:10][C:11]([NH:1][CH2:2][S:3]([OH:6])(=[O:5])=[O:4])=[C:12]([Cl:26])[C:13]=1[O:14][C:15]1[CH:20]=[CH:19][C:18]([OH:21])=[C:17]([CH:23]([CH3:25])[CH3:24])[CH:16]=1, predict the reactants needed to synthesize it. The reactants are: [NH2:1][CH2:2][S:3]([OH:6])(=[O:5])=[O:4].[Cl:7][C:8]1[C:9]([F:33])=[N:10][C:11](NCC(OC)=O)=[C:12]([Cl:26])[C:13]=1[O:14][C:15]1[CH:20]=[CH:19][C:18]([O:21]C)=[C:17]([CH:23]([CH3:25])[CH3:24])[CH:16]=1. (4) Given the product [C:12]([O:20][CH2:21][CH2:22][O:23][C:24](=[O:33])[NH:25][CH2:26][CH2:27][C:28]([CH3:31])([CH3:32])[CH2:29][O:30][S:2]([CH2:5][CH2:6][CH2:7][NH:8][C:9](=[O:11])[CH3:10])(=[O:4])=[O:3])(=[O:19])[C:13]1[CH:14]=[CH:15][CH:16]=[CH:17][CH:18]=1, predict the reactants needed to synthesize it. The reactants are: Cl[S:2]([CH2:5][CH2:6][CH2:7][NH:8][C:9](=[O:11])[CH3:10])(=[O:4])=[O:3].[C:12]([O:20][CH2:21][CH2:22][O:23][C:24](=[O:33])[NH:25][CH2:26][CH2:27][C:28]([CH3:32])([CH3:31])[CH2:29][OH:30])(=[O:19])[C:13]1[CH:18]=[CH:17][CH:16]=[CH:15][CH:14]=1.C(N(CC)CC)C. (5) Given the product [NH2:14][C:11]1[CH:10]=[C:9]2[C:8]([CH2:7][CH:2]([Cl:1])[C:3](=[O:4])[NH:17]2)=[CH:13][CH:12]=1, predict the reactants needed to synthesize it. The reactants are: [Cl:1][CH:2]([CH2:7][C:8]1[CH:13]=[CH:12][C:11]([N+:14]([O-])=O)=[CH:10][C:9]=1[N+:17]([O-])=O)[C:3](OC)=[O:4]. (6) Given the product [NH2:1][C:2]1[N:6]([CH3:7])[C:5](=[O:8])[C:4]([C:9]2[CH:14]=[CH:13][C:12]([O:15][CH:16]([F:18])[F:17])=[CH:11][CH:10]=2)([C:19]2[CH:24]=[CH:23][CH:22]=[C:21]([C:50]#[C:49][CH2:48][CH2:47][CH2:46][OH:51])[CH:20]=2)[N:3]=1, predict the reactants needed to synthesize it. The reactants are: [NH2:1][C:2]1[N:6]([CH3:7])[C:5](=[O:8])[C:4]([C:19]2[CH:24]=[CH:23][CH:22]=[C:21](Br)[CH:20]=2)([C:9]2[CH:14]=[CH:13][C:12]([O:15][CH:16]([F:18])[F:17])=[CH:11][CH:10]=2)[N:3]=1.C(P(C(C)(C)C)C(C)(C)C)(C)(C)C.C(NC(C)C)(C)C.[CH2:46]([OH:51])[CH2:47][CH2:48][C:49]#[CH:50]. (7) Given the product [CH:12]([Si:11]([CH:18]([CH3:20])[CH3:19])([CH:15]([CH3:17])[CH3:16])[N:8]1[C:5]2=[N:6][CH:7]=[C:2]([C:27]([OH:28])([CH3:29])[CH3:26])[CH:3]=[C:4]2[CH:10]=[CH:9]1)([CH3:14])[CH3:13], predict the reactants needed to synthesize it. The reactants are: Br[C:2]1[CH:3]=[C:4]2[CH:10]=[CH:9][N:8]([Si:11]([CH:18]([CH3:20])[CH3:19])([CH:15]([CH3:17])[CH3:16])[CH:12]([CH3:14])[CH3:13])[C:5]2=[N:6][CH:7]=1.C([Li])(C)(C)C.[CH3:26][C:27]([CH3:29])=[O:28].O. (8) Given the product [Br:1][C:2]1[CH:3]=[C:4]([NH:8][CH:9]([C:12]2[CH:17]=[CH:16][CH:15]=[CH:14][N:13]=2)[C:10]([NH2:11])=[O:19])[CH:5]=[N:6][CH:7]=1, predict the reactants needed to synthesize it. The reactants are: [Br:1][C:2]1[CH:3]=[C:4]([NH:8][CH:9]([C:12]2[CH:17]=[CH:16][CH:15]=[CH:14][N:13]=2)[C:10]#[N:11])[CH:5]=[N:6][CH:7]=1.Cl.[OH2:19].